From a dataset of Catalyst prediction with 721,799 reactions and 888 catalyst types from USPTO. Predict which catalyst facilitates the given reaction. (1) Reactant: BrC1C=CC(O)=C(C2C=[CH:16][C:15]3[C:10](=[CH:11][CH:12]=[C:13]([C:18]4[N:22]([CH:23]5[CH2:28][CH2:27][CH2:26][CH2:25][CH2:24]5)[C:21]5[CH:29]=[CH:30][C:31]([C:33]([OH:35])=[O:34])=[CH:32][C:20]=5[N:19]=4)[CH:14]=3)[N:9]=2)C=1.[CH3:37][C:38]1[S:39][C:40]([C:44](=O)[CH3:45])=[C:41]([CH3:43])[N:42]=1.[OH-].[K+]. Product: [CH:23]1([N:22]2[C:21]3[CH:29]=[CH:30][C:31]([C:33]([OH:35])=[O:34])=[CH:32][C:20]=3[N:19]=[C:18]2[C:13]2[CH:14]=[C:15]3[C:10](=[CH:11][CH:12]=2)[N:9]=[C:44]([C:40]2[S:39][C:38]([CH3:37])=[N:42][C:41]=2[CH3:43])[CH:45]=[CH:16]3)[CH2:24][CH2:25][CH2:26][CH2:27][CH2:28]1. The catalyst class is: 8. (2) Reactant: Br[CH2:2][CH2:3][CH2:4][CH2:5][O:6][C:7]1[CH:12]=[CH:11][C:10]([C:13]2[N:17]=[C:16]([C:18]3[CH:19]=[CH:20][C:21]([O:26][CH:27]([CH3:29])[CH3:28])=[C:22]([CH:25]=3)[C:23]#[N:24])[O:15][N:14]=2)=[C:9]([CH2:30][CH3:31])[CH:8]=1.[CH3:32][NH2:33]. Product: [CH2:30]([C:9]1[CH:8]=[C:7]([O:6][CH2:5][CH2:4][CH2:3][CH2:2][NH:33][CH3:32])[CH:12]=[CH:11][C:10]=1[C:13]1[N:17]=[C:16]([C:18]2[CH:19]=[CH:20][C:21]([O:26][CH:27]([CH3:29])[CH3:28])=[C:22]([CH:25]=2)[C:23]#[N:24])[O:15][N:14]=1)[CH3:31]. The catalyst class is: 7. (3) Reactant: CC(C1C=C(C(C)C)C=C(C(C)C)C=1S(O[CH2:20][C:21]1([OH:41])[CH2:24][N:23]([C:25]([C:27]2[C:31]([NH:32][C:33]3[CH:38]=[CH:37][C:36]([I:39])=[CH:35][C:34]=3[F:40])=[CH:30][S:29][CH:28]=2)=[O:26])[CH2:22]1)(=O)=O)C.[H-].[Na+].[C:44]([NH2:48])([CH3:47])([CH3:46])[CH3:45]. Product: [CH3:45][C:44]([NH:48][CH2:20][C:21]1([OH:41])[CH2:24][N:23]([C:25]([C:27]2[C:31]([NH:32][C:33]3[CH:38]=[CH:37][C:36]([I:39])=[CH:35][C:34]=3[F:40])=[CH:30][S:29][CH:28]=2)=[O:26])[CH2:22]1)([CH3:47])[CH3:46]. The catalyst class is: 7. (4) Reactant: C(N(CC)CC)C.[CH3:8][C:9]1[N:10]=[C:11]([NH2:27])[S:12][C:13]=1[C:14]1[N:15]=[C:16]([C:19]([N:21]2[CH2:26][CH2:25][O:24][CH2:23][CH2:22]2)=[O:20])[S:17][CH:18]=1.[CH:28]1[N:32]=[CH:31][N:30]([C:33](N2C=NC=C2)=[O:34])[CH:29]=1.CN(C=O)C. Product: [CH3:8][C:9]1[N:10]=[C:11]([NH:27][C:33]([N:30]2[CH:29]=[CH:28][N:32]=[CH:31]2)=[O:34])[S:12][C:13]=1[C:14]1[N:15]=[C:16]([C:19]([N:21]2[CH2:26][CH2:25][O:24][CH2:23][CH2:22]2)=[O:20])[S:17][CH:18]=1. The catalyst class is: 2. (5) Reactant: C(OC(=O)[NH:7][C@H:8]([CH2:12][NH:13][C:14]([C:16]1[C:21]([NH2:22])=[N:20][C:19]([NH2:23])=[C:18]([Cl:24])[N:17]=1)=[O:15])[CH2:9][CH2:10][CH3:11])(C)(C)C.Cl. The catalyst class is: 12. Product: [ClH:24].[NH2:7][C@@H:8]([CH2:9][CH2:10][CH3:11])[CH2:12][NH:13][C:14]([C:16]1[C:21]([NH2:22])=[N:20][C:19]([NH2:23])=[C:18]([Cl:24])[N:17]=1)=[O:15]. (6) Reactant: [N+:1]([C:4]1[CH:5]=[CH:6][C:7]([C:18]([F:24])([F:23])[C:19]([F:22])([F:21])[F:20])=[C:8]([CH:17]=1)[O:9][CH2:10][CH:11]1[CH2:16][CH2:15][NH:14][CH2:13][CH2:12]1)([O-:3])=[O:2].[CH3:25][C:26]([CH3:28])=O.[BH-](OC(C)=O)(OC(C)=O)OC(C)=O.[Na+].CC(O)=O. Product: [CH:26]([N:14]1[CH2:15][CH2:16][CH:11]([CH2:10][O:9][C:8]2[CH:17]=[C:4]([N+:1]([O-:3])=[O:2])[CH:5]=[CH:6][C:7]=2[C:18]([F:24])([F:23])[C:19]([F:20])([F:21])[F:22])[CH2:12][CH2:13]1)([CH3:28])[CH3:25]. The catalyst class is: 26. (7) Reactant: [CH3:1][N:2]([CH3:34])[C:3]([C:5]1[CH:10]=[CH:9][C:8]([CH:11]2[C:20](=O)[C:19]3[C:18]([C:22](OCC)=[O:23])=[CH:17][CH:16]=[CH:15][C:14]=3[NH:13][CH:12]2[C:27]2[CH:32]=[CH:31][C:30]([F:33])=[CH:29][CH:28]=2)=[CH:7][CH:6]=1)=[O:4].O.[NH2:36][NH2:37]. Product: [F:33][C:30]1[CH:31]=[CH:32][C:27]([CH:12]2[NH:13][C:14]3[C:19]4[C:20](=[N:36][NH:37][C:22](=[O:23])[C:18]=4[CH:17]=[CH:16][CH:15]=3)[CH:11]2[C:8]2[CH:9]=[CH:10][C:5]([C:3]([N:2]([CH3:1])[CH3:34])=[O:4])=[CH:6][CH:7]=2)=[CH:28][CH:29]=1. The catalyst class is: 5.